This data is from Forward reaction prediction with 1.9M reactions from USPTO patents (1976-2016). The task is: Predict the product of the given reaction. The product is: [Br:13][CH2:1][C:2]1[S:6][N:5]=[N:4][C:3]=1[C:7]1[CH:8]=[CH:9][CH:10]=[CH:11][CH:12]=1. Given the reactants [CH3:1][C:2]1[S:6][N:5]=[N:4][C:3]=1[C:7]1[CH:12]=[CH:11][CH:10]=[CH:9][CH:8]=1.[Br:13]N1C(=O)CCC1=O.C(OOC(=O)C1C=CC=CC=1)(=O)C1C=CC=CC=1, predict the reaction product.